Dataset: Forward reaction prediction with 1.9M reactions from USPTO patents (1976-2016). Task: Predict the product of the given reaction. (1) Given the reactants [C:1]([NH:6][C:7]1[NH:8][C:9](=[O:42])[C:10]2[N:11]=[CH:12][N:13]([C@@H:16]3[O:28][C@H:27]([CH2:29][O:30][C:31]4(C(=O)C(C)C)[CH2:36][CH2:35][CH2:34][CH2:33][O:32]4)[C@@H:19]([O:20][CH:21]4[CH2:26][CH2:25][CH2:24][CH2:23][O:22]4)[C@@H:17]3[OH:18])[C:14]=2[N:15]=1)(=[O:5])[CH:2]([CH3:4])[CH3:3].[OH-].[Na+].C(O)(=O)C.C([O-])(O)=O.[Na+], predict the reaction product. The product is: [C:1]([NH:6][C:7]1[NH:8][C:9](=[O:42])[C:10]2[N:11]=[CH:12][N:13]([C@@H:16]3[O:28][C@H:27]([CH2:29][O:30][CH:31]4[CH2:36][CH2:35][CH2:34][CH2:33][O:32]4)[C@@H:19]([O:20][CH:21]4[CH2:26][CH2:25][CH2:24][CH2:23][O:22]4)[C@@H:17]3[OH:18])[C:14]=2[N:15]=1)(=[O:5])[CH:2]([CH3:4])[CH3:3]. (2) Given the reactants [OH:1][CH2:2][CH2:3][O:4][C:5]1[CH:10]=[CH:9][C:8]([C:11]([C:13]2[CH:18]=[CH:17][C:16]([O:19][CH3:20])=[CH:15][CH:14]=2)=[O:12])=[CH:7][CH:6]=1.F[C:22]1C=CC(C(C2C=CC(OCCO)=CC=2)=O)=C[CH:23]=1, predict the reaction product. The product is: [OH:1][CH2:2][CH2:3][O:4][C:5]1[CH:6]=[CH:7][C:8]([C:11]([C:13]2[CH:14]=[CH:15][C:16]([O:19][CH3:20])=[CH:17][CH:18]=2)([OH:12])[C:22]#[CH:23])=[CH:9][CH:10]=1. (3) Given the reactants CO.[CH3:3][NH:4][CH2:5][C:6]1[CH:11]=[CH:10][CH:9]=[CH:8][CH:7]=1.[CH3:12][N:13]1[CH2:18][CH2:17]C(=O)[CH2:15][CH2:14]1.[BH3-][C:21]#N.[Na+], predict the reaction product. The product is: [CH3:21][C:9]1[CH:10]=[CH:11][C:6]([CH2:5][NH:4][CH:3]2[CH2:17][CH2:18][N:13]([CH3:12])[CH2:14][CH2:15]2)=[CH:7][CH:8]=1.